Task: Predict the reaction yield, written as a fraction of the theoretical maximum amount of product (1.0 means a 100% yield; for example, 0.34 means a 34% yield).. Dataset: Reaction yield outcomes from USPTO patents with 853,638 reactions (1) The reactants are Br[C:2]1[CH:3]=[CH:4][C:5]([N:8]2[CH:12]=[N:11][CH:10]=[N:9]2)=[N:6][CH:7]=1.[B:13]1([B:13]2[O:17][C:16]([CH3:19])([CH3:18])[C:15]([CH3:21])([CH3:20])[O:14]2)[O:17][C:16]([CH3:19])([CH3:18])[C:15]([CH3:21])([CH3:20])[O:14]1.CC([O-])=O.[K+]. The catalyst is O1CCOCC1.ClCCl.C1C=CC(P(C2C=CC=CC=2)[C-]2C=CC=C2)=CC=1.C1C=CC(P(C2C=CC=CC=2)[C-]2C=CC=C2)=CC=1.Cl[Pd]Cl.[Fe+2]. The product is [CH3:20][C:15]1([CH3:21])[C:16]([CH3:19])([CH3:18])[O:17][B:13]([C:2]2[CH:3]=[CH:4][C:5]([N:8]3[CH:12]=[N:11][CH:10]=[N:9]3)=[N:6][CH:7]=2)[O:14]1. The yield is 0.960. (2) The reactants are [Cl:1][C:2]1[CH:9]=[CH:8][C:5]([C:6]#[N:7])=[C:4](F)[CH:3]=1.[O-:11][CH2:12][CH3:13].[Na+]. The catalyst is C(O)C. The product is [Cl:1][C:2]1[CH:9]=[CH:8][C:5]([C:6]#[N:7])=[C:4]([O:11][CH2:12][CH3:13])[CH:3]=1. The yield is 0.570. (3) The reactants are [Cl:1][C:2]1[S:6][C:5]([C:7]([O:9]C)=[O:8])=[CH:4][C:3]=1[C:11]1[N:15]([CH3:16])[N:14]=[CH:13][CH:12]=1.[Br:17]N1C(=O)CCC1=O.[OH-].[Na+]. The catalyst is C1COCC1. The product is [Br:17][C:12]1[CH:13]=[N:14][N:15]([CH3:16])[C:11]=1[C:3]1[CH:4]=[C:5]([C:7]([OH:9])=[O:8])[S:6][C:2]=1[Cl:1]. The yield is 0.280. (4) The reactants are [Br:1][C:2]1[CH:8]=[CH:7][C:5]([NH2:6])=[CH:4][CH:3]=1.C(N(CC)CC)C.[Br:16][CH2:17][CH2:18][CH2:19][CH2:20][C:21](Cl)=[O:22].C(=O)([O-])[O-].[Na+].[Na+]. The catalyst is ClCCl. The product is [Br:16][CH2:17][CH2:18][CH2:19][CH2:20][C:21]([NH:6][C:5]1[CH:7]=[CH:8][C:2]([Br:1])=[CH:3][CH:4]=1)=[O:22]. The yield is 0.990. (5) The reactants are [Br:1][C:2]1[C:10]2[C:9](Cl)=[N:8][CH:7]=[N:6][C:5]=2[N:4]([CH2:12][CH2:13][CH:14]([CH3:16])[CH3:15])[CH:3]=1.[OH-].[NH4+:18]. No catalyst specified. The product is [Br:1][C:2]1[C:10]2[C:9]([NH2:18])=[N:8][CH:7]=[N:6][C:5]=2[N:4]([CH2:12][CH2:13][CH:14]([CH3:16])[CH3:15])[CH:3]=1. The yield is 0.970. (6) The reactants are [OH:1][CH2:2][C:3]1[CH2:4][C@H:5]([OH:21])[C@H:6]2[CH2:15][CH2:14][CH:13]3[C@:8]([CH3:18])([CH2:9][CH2:10][CH2:11][C:12]3([CH3:17])[CH3:16])[C@H:7]2[CH2:19][CH:20]=1.CC(OI1(OC(C)=O)(OC(C)=O)OC(=O)C2C=CC=CC1=2)=O. The catalyst is C(Cl)Cl. The product is [CH3:16][C:12]1([CH3:17])[CH2:11][CH2:10][CH2:9][C@@:8]2([CH3:18])[CH:13]1[CH2:14][CH2:15][C@@H:6]1[C:5](=[O:21])[CH2:4][C:3]([CH:2]=[O:1])=[CH:20][CH2:19][C@@H:7]12. The yield is 0.650.